From a dataset of Forward reaction prediction with 1.9M reactions from USPTO patents (1976-2016). Predict the product of the given reaction. (1) Given the reactants C([O-])([O-])=O.[K+].[K+].[Cl:7][C:8]1[CH:13]=[C:12]([Cl:14])[CH:11]=[CH:10][C:9]=1/[CH:15]=[CH:16]/[C:17]([C:19]1[CH:24]=[CH:23][C:22]([OH:25])=[CH:21][CH:20]=1)=[O:18].[F:26][C:27]1[CH:32]=[C:31]([F:33])[CH:30]=[CH:29][C:28]=1[C:34]1([CH2:37][N:38]2[CH:42]=[N:41][CH:40]=[N:39]2)[CH2:36][O:35]1, predict the reaction product. The product is: [Cl:7][C:8]1[CH:13]=[C:12]([Cl:14])[CH:11]=[CH:10][C:9]=1/[CH:15]=[CH:16]/[C:17]([C:19]1[CH:20]=[CH:21][C:22]([O:25][CH2:36][C:34]([C:28]2[CH:29]=[CH:30][C:31]([F:33])=[CH:32][C:27]=2[F:26])([OH:35])[CH2:37][N:38]2[CH:42]=[N:41][CH:40]=[N:39]2)=[CH:23][CH:24]=1)=[O:18]. (2) The product is: [Cl-:15].[C:2]([O:4][C@H:5]([CH2:6][C:7]([O:9][C:29]1[CH:30]=[CH:31][C:32]2[C:37](=[CH:36][CH:35]=[CH:34][CH:33]=2)[C:28]=1[CH2:16][C:17]1[C:26]2[C:21](=[CH:22][CH:23]=[CH:24][CH:25]=2)[CH:20]=[CH:19][C:18]=1[OH:27])=[O:8])[CH2:10][N+:11]([CH3:12])([CH3:14])[CH3:13])(=[O:3])[CH3:1]. Given the reactants [CH3:1][C:2]([O:4][C@@H:5]([CH2:10][N+:11]([CH3:14])([CH3:13])[CH3:12])[CH2:6][C:7]([O-:9])=[O:8])=[O:3].[Cl-:15].[CH2:16]([C:28]1[C:37]2[C:32](=[CH:33][CH:34]=[CH:35][CH:36]=2)[CH:31]=[CH:30][C:29]=1O)[C:17]1[C:26]2[C:21](=[CH:22][CH:23]=[CH:24][CH:25]=2)[CH:20]=[CH:19][C:18]=1[OH:27], predict the reaction product. (3) Given the reactants [CH3:1][Si:2]([CH3:10])([CH3:9])[CH2:3][C@@H:4]([C:6]([OH:8])=[O:7])[NH2:5].B(F)(F)F.CO.[CH:17]1C=C2C(C(O)(O)C(=O)C2=CC=1)=O.C([O-])([O-])=O.[Na+].[Na+], predict the reaction product. The product is: [CH3:1][Si:2]([CH3:10])([CH3:9])[CH2:3][C@@H:4]([C:6]([O:8][CH3:17])=[O:7])[NH2:5]. (4) Given the reactants [C:1]([C:3]1[CH:8]=[CH:7][C:6]([S:9]([O-:11])=[O:10])=[CH:5][CH:4]=1)#[N:2].[Na+].Br[C:14]1[CH:22]=[CH:21][C:20]2[N:19]([CH3:23])[C:18]3[CH2:24][CH:25]4[NH:29][CH:28]([C:17]=3[C:16]=2[C:15]=1[C:30]([O:32][C:33]([CH3:36])([CH3:35])[CH3:34])=[O:31])[CH2:27][CH2:26]4, predict the reaction product. The product is: [C:1]([C:3]1[CH:4]=[CH:5][C:6]([S:9]([C:14]2[CH:22]=[CH:21][C:20]3[N:19]([CH3:23])[C:18]4[CH2:24][CH:25]5[NH:29][CH:28]([C:17]=4[C:16]=3[C:15]=2[C:30]([O:32][C:33]([CH3:36])([CH3:35])[CH3:34])=[O:31])[CH2:27][CH2:26]5)(=[O:11])=[O:10])=[CH:7][CH:8]=1)#[N:2].